From a dataset of NCI-60 drug combinations with 297,098 pairs across 59 cell lines. Regression. Given two drug SMILES strings and cell line genomic features, predict the synergy score measuring deviation from expected non-interaction effect. Drug 1: CNC(=O)C1=CC=CC=C1SC2=CC3=C(C=C2)C(=NN3)C=CC4=CC=CC=N4. Drug 2: CC1C(C(CC(O1)OC2CC(CC3=C2C(=C4C(=C3O)C(=O)C5=CC=CC=C5C4=O)O)(C(=O)C)O)N)O. Cell line: SR. Synergy scores: CSS=47.4, Synergy_ZIP=-7.26, Synergy_Bliss=-13.2, Synergy_Loewe=-15.9, Synergy_HSA=-10.0.